Dataset: Full USPTO retrosynthesis dataset with 1.9M reactions from patents (1976-2016). Task: Predict the reactants needed to synthesize the given product. (1) Given the product [CH3:27][N:25]([CH3:26])[C:23]1[C:22]2[C:17](=[CH:18][CH:19]=[CH:20][CH:21]=2)[N:16]=[C:15]([NH:14][C@H:11]2[CH2:12][CH2:13][C@H:8]([NH:7][C:6]([C:46]3[CH:45]=[CH:44][C:43]([C:40]4[CH:39]=[CH:38][C:37]([F:36])=[CH:42][CH:41]=4)=[CH:48][CH:47]=3)=[O:5])[CH2:9][CH2:10]2)[N:24]=1, predict the reactants needed to synthesize it. The reactants are: C([O:5][C:6](=O)[NH:7][C@H:8]1[CH2:13][CH2:12][C@H:11]([NH:14][C:15]2[N:24]=[C:23]([N:25]([CH3:27])[CH3:26])[C:22]3[C:17](=[CH:18][CH:19]=[CH:20][CH:21]=3)[N:16]=2)[CH2:10][CH2:9]1)(C)(C)C.C(O)(C(F)(F)F)=O.[F:36][C:37]1(C(O)=O)[CH:42]=[CH:41][C:40]([C:43]2[CH:48]=[CH:47][CH:46]=[CH:45][CH:44]=2)=[CH:39][CH2:38]1.C1C=NC2N(O)N=NC=2C=1.CCN=C=NCCCN(C)C.Cl.C(N(C(C)C)CC)(C)C. (2) Given the product [CH2:2]([O:4][C:5]1[N:9]([CH2:10][C:11]2[CH:12]=[CH:13][C:14]([C:17]3[CH:22]=[CH:21][CH:20]=[CH:19][C:18]=3[C:23](=[N:25][OH:26])[NH2:24])=[CH:15][CH:16]=2)[C:8]2[C:27]([C:31]([O:33][CH2:35][C:36]3[O:37][C:38](=[O:42])[O:39][C:40]=3[CH3:41])=[O:32])=[CH:28][CH:29]=[CH:30][C:7]=2[N:6]=1)[CH3:3], predict the reactants needed to synthesize it. The reactants are: [Na].[CH2:2]([O:4][C:5]1[N:9]([CH2:10][C:11]2[CH:16]=[CH:15][C:14]([C:17]3[CH:22]=[CH:21][CH:20]=[CH:19][C:18]=3[C:23](=[N:25][OH:26])[NH2:24])=[CH:13][CH:12]=2)[C:8]2[C:27]([C:31]([OH:33])=[O:32])=[CH:28][CH:29]=[CH:30][C:7]=2[N:6]=1)[CH3:3].Cl[CH2:35][C:36]1[O:37][C:38](=[O:42])[O:39][C:40]=1[CH3:41].O. (3) Given the product [Cl:6][C:7]1[N:8]=[C:9]([Cl:19])[C:10]([C:14]([N:16]([CH3:18])[CH3:17])=[O:15])=[C:11]([NH:1][C@H:2]([OH:27])[CH2:4][OH:5])[N:12]=1, predict the reactants needed to synthesize it. The reactants are: [NH2:1][C@@H:2]([CH2:4][OH:5])C.[Cl:6][C:7]1[N:12]=[C:11](Cl)[C:10]([C:14]([N:16]([CH3:18])[CH3:17])=[O:15])=[C:9]([Cl:19])[N:8]=1.C(N(CC)CC)C.[OH2:27]. (4) The reactants are: [N:1]1([C:7]([O:9][CH2:10][C:11]2[CH:16]=[CH:15][CH:14]=[CH:13][CH:12]=2)=[O:8])[CH2:6][CH2:5][NH:4][CH2:3][CH2:2]1.Br[CH2:18][C:19]([O:21][CH3:22])=[O:20]. Given the product [CH3:22][O:21][C:19](=[O:20])[CH2:18][N:4]1[CH2:5][CH2:6][N:1]([C:7]([O:9][CH2:10][C:11]2[CH:16]=[CH:15][CH:14]=[CH:13][CH:12]=2)=[O:8])[CH2:2][CH2:3]1, predict the reactants needed to synthesize it. (5) Given the product [C:1]([O:5][C:6](=[O:16])[NH:7][CH2:8][C:9]1[CH:14]=[CH:13][CH:12]=[CH:11][C:10]=1[NH:15][S:24]([CH3:23])(=[O:26])=[O:25])([CH3:4])([CH3:2])[CH3:3], predict the reactants needed to synthesize it. The reactants are: [C:1]([O:5][C:6](=[O:16])[NH:7][CH2:8][C:9]1[CH:14]=[CH:13][CH:12]=[CH:11][C:10]=1[NH2:15])([CH3:4])([CH3:3])[CH3:2].N1C=CC=CC=1.[CH3:23][S:24](Cl)(=[O:26])=[O:25]. (6) Given the product [C:1]([O:5][C:6]([NH:8][CH:9]([C:11]1[C:20]([C:21]2[CH:22]=[CH:23][CH:24]=[CH:25][CH:26]=2)=[C:19]([C:27]([OH:29])=[O:28])[C:18]2[C:13](=[CH:14][CH:15]=[C:16]([F:31])[CH:17]=2)[N:12]=1)[CH3:10])=[O:7])([CH3:2])([CH3:3])[CH3:4], predict the reactants needed to synthesize it. The reactants are: [C:1]([O:5][C:6]([NH:8][CH:9]([C:11]1[C:20]([C:21]2[CH:26]=[CH:25][CH:24]=[CH:23][CH:22]=2)=[C:19]([C:27]([O:29]C)=[O:28])[C:18]2[C:13](=[CH:14][CH:15]=[C:16]([F:31])[CH:17]=2)[N:12]=1)[CH3:10])=[O:7])([CH3:4])([CH3:3])[CH3:2].Cl. (7) Given the product [CH3:26][O:25][C:18]1[CH:19]=[C:20]([O:23][CH3:24])[CH:21]=[CH:22][C:17]=1[CH2:16][N:8]([C:6]1[C:5]2[N:27]=[CH:28][N:29]([CH3:30])[C:4]=2[CH:3]=[C:2]([N:44]=[C:31]([C:32]2[CH:37]=[CH:36][CH:35]=[CH:34][CH:33]=2)[C:38]2[CH:43]=[CH:42][CH:41]=[CH:40][CH:39]=2)[N:7]=1)[C:9](=[O:15])[O:10][C:11]([CH3:14])([CH3:13])[CH3:12], predict the reactants needed to synthesize it. The reactants are: Cl[C:2]1[N:7]=[C:6]([N:8]([CH2:16][C:17]2[CH:22]=[CH:21][C:20]([O:23][CH3:24])=[CH:19][C:18]=2[O:25][CH3:26])[C:9](=[O:15])[O:10][C:11]([CH3:14])([CH3:13])[CH3:12])[C:5]2[N:27]=[CH:28][N:29]([CH3:30])[C:4]=2[CH:3]=1.[C:31](=[NH:44])([C:38]1[CH:43]=[CH:42][CH:41]=[CH:40][CH:39]=1)[C:32]1[CH:37]=[CH:36][CH:35]=[CH:34][CH:33]=1.CC1(C)C2C=CC=C(P(C3C=CC=CC=3)C3C=CC=CC=3)C=2OC2C1=CC=CC=2P(C1C=CC=CC=1)C1C=CC=CC=1.C(=O)([O-])[O-].[Cs+].[Cs+]. (8) Given the product [O:20]=[C:12]1[C:11](=[C:8]2[C:9]3[C:5](=[CH:4][CH:3]=[C:2]([CH:31]([CH2:32][CH3:33])[C:30]([NH2:24])=[O:34])[CH:10]=3)[CH2:6][O:7]2)[C:15]2[C:14](=[CH:19][CH:18]=[CH:17][CH:16]=2)[NH:13]1, predict the reactants needed to synthesize it. The reactants are: N[C:2]1[CH:10]=[C:9]2[C:5]([CH2:6][O:7][C:8]2=[C:11]2[C:19]3[C:14](=[CH:15][CH:16]=[CH:17][CH:18]=3)[NH:13][C:12]2=[O:20])=[CH:4][CH:3]=1.C([N:24](CC)C(C)C)(C)C.[C:30](Cl)(=[O:34])[CH2:31][CH2:32][CH3:33]. (9) Given the product [NH2:1][CH:2]([C:27]1[CH:28]=[CH:29][CH:30]=[CH:31][CH:32]=1)[C:3]1[CH:8]=[CH:7][CH:6]=[C:5]([CH3:9])[C:4]=1[C:10]1[CH:11]=[C:12]2[C:17](=[CH:18][CH:19]=1)[N:16]=[C:15]([NH2:20])[C:14]([N:21]1[CH2:22][CH2:23][O:24][CH2:25][CH2:26]1)=[CH:13]2, predict the reactants needed to synthesize it. The reactants are: [NH:1]=[C:2]([C:27]1[CH:32]=[CH:31][CH:30]=[CH:29][CH:28]=1)[C:3]1[CH:8]=[CH:7][CH:6]=[C:5]([CH3:9])[C:4]=1[C:10]1[CH:11]=[C:12]2[C:17](=[CH:18][CH:19]=1)[N:16]=[C:15]([NH2:20])[C:14]([N:21]1[CH2:26][CH2:25][O:24][CH2:23][CH2:22]1)=[CH:13]2.[BH4-].[Na+].CC(C)=O.